This data is from Catalyst prediction with 721,799 reactions and 888 catalyst types from USPTO. The task is: Predict which catalyst facilitates the given reaction. (1) Reactant: I([O-])(=O)(=O)=O.[Na+].CN(C)/C=[CH:10]/[C:11]1[N:12]=[CH:13][C:14]([C:17]([O:19][C:20]([CH3:23])([CH3:22])[CH3:21])=[O:18])=[N:15][CH:16]=1.C([O-])(O)=[O:26].[Na+].CCOC(C)=O. Product: [CH:10]([C:11]1[N:12]=[CH:13][C:14]([C:17]([O:19][C:20]([CH3:23])([CH3:22])[CH3:21])=[O:18])=[N:15][CH:16]=1)=[O:26]. The catalyst class is: 20. (2) Reactant: [H-].[Na+].[OH:3][C:4]1[C:13]2[C:8](=[CH:9][CH:10]=[CH:11][CH:12]=2)[N:7]=[CH:6][CH:5]=1.S(C1C=CC(C)=CC=1)(O[CH2:18][C@@H:19]1[O:21][CH2:20]1)(=O)=O. Product: [O:21]1[CH2:20][C@@H:19]1[CH2:18][O:3][C:4]1[C:13]2[C:8](=[CH:9][CH:10]=[CH:11][CH:12]=2)[N:7]=[CH:6][CH:5]=1. The catalyst class is: 3. (3) Reactant: O1CCC[CH2:2]1.[Cl:6][C:7]1[C:12]([CH2:13][OH:14])=[CH:11][C:10]([F:15])=[C:9]([Cl:16])[N:8]=1.[H-].[Na+].COCCl. Product: [Cl:16][C:9]1[C:10]([F:15])=[CH:11][C:12]([CH2:13][O:14][CH3:2])=[C:7]([Cl:6])[N:8]=1. The catalyst class is: 84. (4) Reactant: Cl.[Cl:2][C:3]1[C:4]2[C:8]([CH:9]=[CH:10][CH:11]=1)=[N:7][N:6]1[C:12]([CH:17]3[CH2:22][CH2:21][NH:20][CH2:19][CH2:18]3)=[CH:13][C:14](=[O:16])[NH:15][C:5]=21.[OH-].[Na+]. Product: [Cl:2][C:3]1[C:4]2[C:8]([CH:9]=[CH:10][CH:11]=1)=[N:7][N:6]1[C:12]([CH:17]3[CH2:22][CH2:21][NH:20][CH2:19][CH2:18]3)=[CH:13][C:14](=[O:16])[NH:15][C:5]=21. The catalyst class is: 33. (5) Reactant: [CH2:1]([O:8][C:9]([NH:11][CH2:12][C:13]([C:15]1[CH:23]=[CH:22][C:18]([C:19](O)=[O:20])=[CH:17][CH:16]=1)=[O:14])=[O:10])[C:2]1[CH:7]=[CH:6][CH:5]=[CH:4][CH:3]=1.C(Cl)(=O)C([Cl:27])=O. Product: [CH2:1]([O:8][C:9]([NH:11][CH2:12][C:13]([C:15]1[CH:23]=[CH:22][C:18]([C:19]([Cl:27])=[O:20])=[CH:17][CH:16]=1)=[O:14])=[O:10])[C:2]1[CH:7]=[CH:6][CH:5]=[CH:4][CH:3]=1. The catalyst class is: 59. (6) Reactant: [CH3:1][O:2][C:3](=[O:32])[NH:4][CH:5]([C:9]([N:11]1[CH2:15][CH2:14][CH2:13][CH:12]1[C:16]1[NH:17][C:18]([C:21]2[CH:30]=[CH:29][C:28]3[C:23](=[CH:24][CH:25]=[C:26](Br)[CH:27]=3)[CH:22]=2)=[CH:19][N:20]=1)=[O:10])[CH:6]([CH3:8])[CH3:7].[CH3:33][O:34][C:35](=[O:72])[NH:36][CH:37]([C:41]([N:43]1[CH2:47][CH2:46][CH2:45][CH:44]1[C:48]1[NH:49][C:50]([C:53]2[CH:62]=[CH:61][C:60]3[C:55](=[CH:56][CH:57]=[C:58](B4OC(C)(C)C(C)(C)O4)[CH:59]=3)[CH:54]=2)=[CH:51][N:52]=1)=[O:42])[CH:38]([CH3:40])[CH3:39].C([O-])(O)=O.[Na+]. The catalyst class is: 149. Product: [CH3:1][O:2][C:3](=[O:32])[NH:4][CH:5]([C:9]([N:11]1[CH2:15][CH2:14][CH2:13][CH:12]1[C:16]1[NH:17][C:18]([C:21]2[CH:22]=[C:23]3[C:28](=[CH:29][CH:30]=2)[CH:27]=[C:26]([C:58]2[CH:57]=[CH:56][C:55]4[C:60](=[CH:61][CH:62]=[C:53]([C:50]5[NH:49][C:48]([CH:44]6[CH2:45][CH2:46][CH2:47][N:43]6[C:41](=[O:42])[CH:37]([NH:36][C:35]([O:34][CH3:33])=[O:72])[CH:38]([CH3:40])[CH3:39])=[N:52][CH:51]=5)[CH:54]=4)[CH:59]=2)[CH:25]=[CH:24]3)=[CH:19][N:20]=1)=[O:10])[CH:6]([CH3:8])[CH3:7].